The task is: Predict the reactants needed to synthesize the given product.. This data is from Full USPTO retrosynthesis dataset with 1.9M reactions from patents (1976-2016). (1) Given the product [Br:1][C:2]1[S:3][C:4]([C:8](=[O:14])[C:9]([O:11][CH2:12][CH3:13])=[O:10])=[CH:5][CH:6]=1, predict the reactants needed to synthesize it. The reactants are: [Br:1][C:2]1[S:3][CH:4]=[CH:5][CH:6]=1.Cl[C:8](=[O:14])[C:9]([O:11][CH2:12][CH3:13])=[O:10].[Cl-].[Cl-].[Cl-].[Al+3]. (2) Given the product [CH2:1]([O:3][C:4]([C:6]1[CH:7]=[CH:8][C:9]([O:15][CH2:16][CH2:17][CH2:18][C:19]2[CH:20]=[CH:21][C:22]([O:25][CH2:26][CH2:27][CH2:28][CH2:29][O:30][C:31]3[CH:32]=[CH:33][CH:34]=[CH:35][CH:36]=3)=[CH:23][CH:24]=2)=[C:10]([CH:14]=1)[C:11]([N:37]1[CH2:40][CH:39]([C:41]([O:43][CH3:44])=[O:42])[CH2:38]1)=[O:12])=[O:5])[CH3:2], predict the reactants needed to synthesize it. The reactants are: [CH2:1]([O:3][C:4]([C:6]1[CH:7]=[CH:8][C:9]([O:15][CH2:16][CH2:17][CH2:18][C:19]2[CH:24]=[CH:23][C:22]([O:25][CH2:26][CH2:27][CH2:28][CH2:29][O:30][C:31]3[CH:36]=[CH:35][CH:34]=[CH:33][CH:32]=3)=[CH:21][CH:20]=2)=[C:10]([CH:14]=1)[C:11](O)=[O:12])=[O:5])[CH3:2].[NH:37]1[CH2:40][CH:39]([C:41]([O:43][CH3:44])=[O:42])[CH2:38]1.